Predict the product of the given reaction. From a dataset of Forward reaction prediction with 1.9M reactions from USPTO patents (1976-2016). (1) Given the reactants [CH3:1][C:2]1[NH:6][C:5]2[CH:7]=[C:8]([O:12][CH2:13][CH2:14][CH2:15][C:16]([O:18][CH2:19][CH3:20])=[O:17])[CH:9]=[C:10]([CH3:11])[C:4]=2[N:3]=1.C([O-])([O-])=O.[K+].[K+].CN(C=O)C.Br[CH2:33][C:34]1[CH:39]=[CH:38][CH:37]=[CH:36][C:35]=1[Cl:40], predict the reaction product. The product is: [Cl:40][C:35]1[CH:36]=[CH:37][CH:38]=[CH:39][C:34]=1[CH2:33][N:6]1[C:5]2[CH:7]=[C:8]([O:12][CH2:13][CH2:14][CH2:15][C:16]([O:18][CH2:19][CH3:20])=[O:17])[CH:9]=[C:10]([CH3:11])[C:4]=2[N:3]=[C:2]1[CH3:1]. (2) Given the reactants [NH2:1][C:2]1[S:3][CH:4]=[C:5]([CH3:9])[C:6]=1[C:7]#[N:8].[C:10]([O:16][CH2:17][CH3:18])(=[O:15])[CH2:11][C:12]([CH3:14])=O.Cl[Sn](Cl)(Cl)Cl, predict the reaction product. The product is: [NH2:8][C:7]1[C:11]([C:10]([O:16][CH2:17][CH3:18])=[O:15])=[C:12]([CH3:14])[N:1]=[C:2]2[S:3][CH:4]=[C:5]([CH3:9])[C:6]=12. (3) The product is: [BrH:17].[Cl:1][C:2]1[CH:3]=[C:4]([C:9]2[N:10]=[N:11][CH:12]=[C:13]([OH:15])[CH:14]=2)[CH:5]=[CH:6][C:7]=1[F:8]. Given the reactants [Cl:1][C:2]1[CH:3]=[C:4]([C:9]2[N:10]=[N:11][CH:12]=[C:13]([O:15]C)[CH:14]=2)[CH:5]=[CH:6][C:7]=1[F:8].[BrH:17], predict the reaction product.